From a dataset of Full USPTO retrosynthesis dataset with 1.9M reactions from patents (1976-2016). Predict the reactants needed to synthesize the given product. (1) Given the product [Cl:9][C:4]1[N:5]=[C:6]([Cl:8])[N:7]=[C:2]([N:12]([CH3:11])[O:13][CH3:14])[N:3]=1, predict the reactants needed to synthesize it. The reactants are: Cl[C:2]1[N:7]=[C:6]([Cl:8])[N:5]=[C:4]([Cl:9])[N:3]=1.Cl.[CH3:11][NH:12][O:13][CH3:14].CCN(C(C)C)C(C)C. (2) The reactants are: [C:1]([O:5][C:6]([NH:8][CH2:9][C:10]1[CH:18]=[CH:17][C:13]([C:14]([OH:16])=O)=[CH:12][CH:11]=1)=[O:7])([CH3:4])([CH3:3])[CH3:2].ON1C2C=CC=CC=2N=N1.Cl.C(N=C=NCCCN(C)C)C.[CH2:41]([O:48][C:49]1[CH:50]=[C:51]2[C:56](=[CH:57][CH:58]=1)[CH:55]=[C:54]([C:59]1[N:64]=[C:63]([NH:65][C:66]3[CH:71]=[CH:70][C:69]([NH2:72])=[CH:68][CH:67]=3)[N:62]3[N:73]=[CH:74][CH:75]=[C:61]3[CH:60]=1)[CH:53]=[CH:52]2)[C:42]1[CH:47]=[CH:46][CH:45]=[CH:44][CH:43]=1. Given the product [C:1]([O:5][C:6](=[O:7])[NH:8][CH2:9][C:10]1[CH:11]=[CH:12][C:13]([C:14](=[O:16])[NH:72][C:69]2[CH:70]=[CH:71][C:66]([NH:65][C:63]3[N:62]4[N:73]=[CH:74][CH:75]=[C:61]4[CH:60]=[C:59]([C:54]4[CH:53]=[CH:52][C:51]5[C:56](=[CH:57][CH:58]=[C:49]([O:48][CH2:41][C:42]6[CH:43]=[CH:44][CH:45]=[CH:46][CH:47]=6)[CH:50]=5)[CH:55]=4)[N:64]=3)=[CH:67][CH:68]=2)=[CH:17][CH:18]=1)([CH3:2])([CH3:3])[CH3:4], predict the reactants needed to synthesize it. (3) Given the product [N:1]1([C:7]2[CH:8]=[CH:9][C:10]([C:13]3[CH:18]=[CH:17][C:16]([NH2:19])=[C:15]([NH2:22])[CH:14]=3)=[CH:11][CH:12]=2)[CH2:6][CH2:5][O:4][CH2:3][CH2:2]1, predict the reactants needed to synthesize it. The reactants are: [N:1]1([C:7]2[CH:12]=[CH:11][C:10]([C:13]3[CH:18]=[CH:17][C:16]([N+:19]([O-])=O)=[C:15]([NH2:22])[CH:14]=3)=[CH:9][CH:8]=2)[CH2:6][CH2:5][O:4][CH2:3][CH2:2]1. (4) Given the product [C:1]([CH:5]1[CH2:10][CH2:9][O:8][CH2:7][CH2:6]1)(=[O:4])[CH2:2][CH3:3], predict the reactants needed to synthesize it. The reactants are: [C:1]([C:5]1(C(OC)=O)[CH2:10][CH2:9][O:8][CH2:7][CH2:6]1)(=[O:4])[CH2:2][CH3:3].S(=O)(=O)(O)O.[OH-].[Na+]. (5) Given the product [C:2]([C:24]([OH:25])=[O:1])([C:5]([C:8]([C:11]([C:14]([C:17]([C:20]([F:22])([F:21])[F:23])([F:19])[F:18])([F:15])[F:16])([F:12])[F:13])([F:10])[F:9])([F:6])[F:7])([F:3])[F:4], predict the reactants needed to synthesize it. The reactants are: [OH2:1].[C:2]([C:24](F)=[O:25])([C:5]([C:8]([C:11]([C:14]([C:17]([C:20]([F:23])([F:22])[F:21])([F:19])[F:18])([F:16])[F:15])([F:13])[F:12])([F:10])[F:9])([F:7])[F:6])([F:4])[F:3]. (6) Given the product [S:15]1[CH:19]=[C:18]([C:9]2[N:8]=[C:7]3[C:3]([N:4]=[CH:5][N:6]3[CH:12]([CH3:14])[CH3:13])=[C:2]([Cl:1])[N:10]=2)[C:17]2[CH:23]=[CH:24][CH:25]=[CH:26][C:16]1=2, predict the reactants needed to synthesize it. The reactants are: [Cl:1][C:2]1[N:10]=[C:9](I)[N:8]=[C:7]2[C:3]=1[N:4]=[CH:5][N:6]2[CH:12]([CH3:14])[CH3:13].[S:15]1[CH:19]=[C:18](B(O)O)[C:17]2[CH:23]=[CH:24][CH:25]=[CH:26][C:16]1=2.C1(C)C=CC=CC=1.C(=O)([O-])[O-].[Na+].[Na+]. (7) Given the product [F:20][C:19]([F:22])([F:21])[O:38][C:29]1[CH:28]=[CH:27][C:26]([CH2:25][C:24]2[C:3]3[C:4](=[O:23])[N:5]([C:12]4[CH:17]=[CH:16][CH:15]=[C:14]([O:18][C:19]([F:22])([F:21])[F:20])[CH:13]=4)[C:6]4[N:7]=[CH:8][CH:9]=[CH:10][C:11]=4[C:2]=3[NH:40][N:39]=2)=[CH:31][CH:30]=1, predict the reactants needed to synthesize it. The reactants are: O[C:2]1[C:11]2[C:6](=[N:7][CH:8]=[CH:9][CH:10]=2)[N:5]([C:12]2[CH:17]=[CH:16][CH:15]=[C:14]([O:18][C:19]([F:22])([F:21])[F:20])[CH:13]=2)[C:4](=[O:23])[C:3]=1[C:24](=O)[CH2:25][C:26]1[CH:31]=[CH:30][C:29](OC(F)(F)F)=[CH:28][CH:27]=1.[OH2:38].[NH2:39][NH2:40].C(=O)([O-])O.[Na+]. (8) Given the product [CH3:28][N:27]([CH3:29])[CH2:26][CH2:25][CH2:24][N:23]([CH3:22])[C:2]1[N:11]=[C:10]([N:12]([C:14]2[CH:19]=[CH:18][C:17]([O:20][CH3:21])=[CH:16][CH:15]=2)[CH3:13])[C:9]2[C:4](=[CH:5][CH:6]=[CH:7][CH:8]=2)[N:3]=1, predict the reactants needed to synthesize it. The reactants are: Cl[C:2]1[N:11]=[C:10]([N:12]([C:14]2[CH:19]=[CH:18][C:17]([O:20][CH3:21])=[CH:16][CH:15]=2)[CH3:13])[C:9]2[C:4](=[CH:5][CH:6]=[CH:7][CH:8]=2)[N:3]=1.[CH3:22][NH:23][CH2:24][CH2:25][CH2:26][N:27]([CH3:29])[CH3:28]. (9) Given the product [O:1]=[C:2]1[C:8]2=[CH:9][C:10]3[CH:11]=[CH:12][C:13]([C:16]([NH:18][C:19]4[CH:24]=[CH:23][CH:22]=[C:21]([C:43]5[CH:47]=[CH:46][NH:45][N:44]=5)[CH:20]=4)=[O:17])=[CH:14][C:15]=3[N:7]2[CH2:6][CH2:5][CH2:4][NH:3]1, predict the reactants needed to synthesize it. The reactants are: [O:1]=[C:2]1[C:8]2=[CH:9][C:10]3[CH:11]=[CH:12][C:13]([C:16]([NH:18][C:19]4[CH:24]=[CH:23][CH:22]=[C:21](B5OC(C)(C)C(C)(C)O5)[CH:20]=4)=[O:17])=[CH:14][C:15]=3[N:7]2[CH2:6][CH2:5][CH2:4][NH:3]1.[O-]P([O-])([O-])=O.[K+].[K+].[K+].Br[C:43]1[CH:47]=[CH:46][NH:45][N:44]=1. (10) Given the product [Cl:5][C:6]1[N:11]=[C:10]([C:12]([O:14][CH3:1])=[O:13])[CH:9]=[CH:8][C:7]=1[O:15][CH:16]([CH3:18])[CH3:17], predict the reactants needed to synthesize it. The reactants are: [C:1](Cl)(=O)C.[Cl:5][C:6]1[N:11]=[C:10]([C:12]([OH:14])=[O:13])[CH:9]=[CH:8][C:7]=1[O:15][CH:16]([CH3:18])[CH3:17].